Dataset: Catalyst prediction with 721,799 reactions and 888 catalyst types from USPTO. Task: Predict which catalyst facilitates the given reaction. (1) Reactant: [O:1]1[C:5]2[CH:6]=[CH:7][C:8]([C:10]3[CH:19]=[C:18](Cl)[C:17]4[C:12](=[CH:13][CH:14]=[CH:15][CH:16]=4)[N:11]=3)=[CH:9][C:4]=2[O:3][CH2:2]1.[F:21][C:22]([F:29])([F:28])[C:23]1[CH:27]=[CH:26][NH:25][N:24]=1.[H-].[Na+]. Product: [O:1]1[C:5]2[CH:6]=[CH:7][C:8]([C:10]3[CH:19]=[C:18]([N:25]4[CH:26]=[CH:27][C:23]([C:22]([F:29])([F:28])[F:21])=[N:24]4)[C:17]4[C:12](=[CH:13][CH:14]=[CH:15][CH:16]=4)[N:11]=3)=[CH:9][C:4]=2[O:3][CH2:2]1. The catalyst class is: 39. (2) Reactant: [O:1]1[CH2:6][CH2:5][CH2:4][CH2:3][CH:2]1[CH2:7][CH2:8][OH:9].C(N(CC)CC)C.[CH3:17][S:18](Cl)(=[O:20])=[O:19].C(=O)(O)[O-].[Na+]. Product: [CH3:17][S:18]([O:9][CH2:8][CH2:7][CH:2]1[CH2:3][CH2:4][CH2:5][CH2:6][O:1]1)(=[O:20])=[O:19]. The catalyst class is: 2. (3) Reactant: [H-].[Na+].[C:3]([O:7][C:8]([NH:10][C:11]1[CH:16]=[CH:15][C:14]([OH:17])=[CH:13][CH:12]=1)=[O:9])([CH3:6])([CH3:5])[CH3:4].[N+](C1C=C(S(O[CH2:31][C@H:32]2[O:34][CH2:33]2)(=O)=O)C=CC=1)([O-])=O. Product: [C:3]([O:7][C:8]([NH:10][C:11]1[CH:12]=[CH:13][C:14]([O:17][CH2:31][C@H:32]2[O:34][CH2:33]2)=[CH:15][CH:16]=1)=[O:9])([CH3:6])([CH3:4])[CH3:5]. The catalyst class is: 9. (4) Reactant: [CH:1]1([CH2:7][N:8]2[C:16]3[C:11](=[CH:12][CH:13]=[CH:14][C:15]=3[O:17][CH3:18])[C:10]([C:19]3[S:20][C:21]([CH2:25][OH:26])=[C:22]([CH3:24])[N:23]=3)=[CH:9]2)[CH2:6][CH2:5][CH2:4][CH2:3][CH2:2]1.C(N(CC)CC)C.[CH3:34][S:35](Cl)(=[O:37])=[O:36]. Product: [CH:1]1([CH2:7][N:8]2[C:16]3[C:11](=[CH:12][CH:13]=[CH:14][C:15]=3[O:17][CH3:18])[C:10]([C:19]3[S:20][C:21]([CH2:25][O:26][S:35]([CH3:34])(=[O:37])=[O:36])=[C:22]([CH3:24])[N:23]=3)=[CH:9]2)[CH2:6][CH2:5][CH2:4][CH2:3][CH2:2]1. The catalyst class is: 4. (5) Reactant: Cl[CH:2]([C:15]1[CH:20]=[CH:19][CH:18]=[CH:17][CH:16]=1)[C:3]([C:5]1[C:13]2[C:8](=[CH:9][CH:10]=[CH:11][CH:12]=2)[N:7]([CH3:14])[CH:6]=1)=[O:4].C(N(CC)CC)C.[C:28]([O:32][CH2:33][CH2:34][O:35][C:36]1[CH:37]=[C:38]([CH:40]=[C:41]([O:43][CH3:44])[CH:42]=1)[NH2:39])([CH3:31])([CH3:30])[CH3:29]. The catalyst class is: 10. Product: [C:28]([O:32][CH2:33][CH2:34][O:35][C:36]1[CH:37]=[C:38]([NH:39][CH:2]([C:15]2[CH:20]=[CH:19][CH:18]=[CH:17][CH:16]=2)[C:3]([C:5]2[C:13]3[C:8](=[CH:9][CH:10]=[CH:11][CH:12]=3)[N:7]([CH3:14])[CH:6]=2)=[O:4])[CH:40]=[C:41]([O:43][CH3:44])[CH:42]=1)([CH3:31])([CH3:30])[CH3:29].